This data is from Reaction yield outcomes from USPTO patents with 853,638 reactions. The task is: Predict the reaction yield, written as a fraction of the theoretical maximum amount of product (1.0 means a 100% yield; for example, 0.34 means a 34% yield). The reactants are [CH3:1][O:2][C:3]([C:5]1([O:9][C:10]2[CH:15]=[CH:14][C:13]([Cl:16])=[CH:12][C:11]=2/[CH:17]=[C:18]2\[C:19](=[O:28])[NH:20][C:21]3[C:26]\2=[CH:25][CH:24]=[C:23]([Cl:27])[CH:22]=3)[CH2:8][CH2:7][CH2:6]1)=[O:4].[C:29]([O:33][C:34](O[C:34]([O:33][C:29]([CH3:32])([CH3:31])[CH3:30])=[O:35])=[O:35])([CH3:32])([CH3:31])[CH3:30]. The catalyst is ClCCl.CN(C)C1C=CN=CC=1. The product is [C:29]([O:33][C:34]([N:20]1[C:21]2[C:26](=[CH:25][CH:24]=[C:23]([Cl:27])[CH:22]=2)[C:18](=[CH:17][C:11]2[CH:12]=[C:13]([Cl:16])[CH:14]=[CH:15][C:10]=2[O:9][C:5]2([C:3]([O:2][CH3:1])=[O:4])[CH2:8][CH2:7][CH2:6]2)[C:19]1=[O:28])=[O:35])([CH3:32])([CH3:31])[CH3:30]. The yield is 0.690.